Task: Predict the product of the given reaction.. Dataset: Forward reaction prediction with 1.9M reactions from USPTO patents (1976-2016) (1) Given the reactants [CH3:1][O:2][C:3]1[CH:35]=[C:34]([O:36][CH3:37])[CH:33]=[CH:32][C:4]=1[CH2:5][N:6]1[C:15]2[C:14]3[CH:16]=[C:17]4[C:21](=[CH:22][C:13]=3[CH2:12][CH2:11][C:10]=2[C:9]([OH:26])=[C:8]([C:27]([O:29]C)=[O:28])[C:7]1=[O:31])[N:20]([CH3:23])[C:19]([CH2:24][OH:25])=[CH:18]4.[Li+].[I-].Cl, predict the reaction product. The product is: [CH3:1][O:2][C:3]1[CH:35]=[C:34]([O:36][CH3:37])[CH:33]=[CH:32][C:4]=1[CH2:5][N:6]1[C:15]2[C:14]3[CH:16]=[C:17]4[C:21](=[CH:22][C:13]=3[CH2:12][CH2:11][C:10]=2[C:9]([OH:26])=[C:8]([C:27]([OH:29])=[O:28])[C:7]1=[O:31])[N:20]([CH3:23])[C:19]([CH2:24][OH:25])=[CH:18]4. (2) Given the reactants C[O:2][C:3]1[CH:4]=[C:5]([CH2:13][CH2:14][C:15]2[CH:20]=[CH:19][C:18]([NH:21][C:22]3[CH:30]=[CH:29][CH:28]=[CH:27][C:23]=3[C:24]([OH:26])=[O:25])=[CH:17][CH:16]=2)[CH:6]=[C:7]([O:11]C)[C:8]=1[O:9]C.B(Br)(Br)Br, predict the reaction product. The product is: [OH:2][C:3]1[CH:4]=[C:5]([CH2:13][CH2:14][C:15]2[CH:16]=[CH:17][C:18]([NH:21][C:22]3[CH:30]=[CH:29][CH:28]=[CH:27][C:23]=3[C:24]([OH:26])=[O:25])=[CH:19][CH:20]=2)[CH:6]=[C:7]([OH:11])[C:8]=1[OH:9]. (3) Given the reactants [NH2:1][C:2]1[C:7]([C:8]([O:10][CH3:11])=[O:9])=[C:6]([N+:12]([O-])=O)[C:5]([Br:15])=[CH:4][CH:3]=1.C(O)C.C(O)(=O)C.C(O)=O, predict the reaction product. The product is: [Br:15][C:5]1[C:6]([NH2:12])=[C:7]([C:2]([NH2:1])=[CH:3][CH:4]=1)[C:8]([O:10][CH3:11])=[O:9].